Predict the reactants needed to synthesize the given product. From a dataset of Full USPTO retrosynthesis dataset with 1.9M reactions from patents (1976-2016). (1) Given the product [C:41]([O:40][C:38](=[O:39])[NH:37][CH:29]([C:11]1[CH:12]=[C:13]([C:15]2[CH:20]=[CH:19][CH:18]=[CH:17][C:16]=2[O:21][CH2:22][C:23]2[CH:24]=[CH:25][CH:26]=[CH:27][CH:28]=2)[N:14]=[C:2]([NH2:1])[C:3]=1[CH:4]=[O:5])[CH2:30][C:31]1[CH:36]=[CH:35][CH:34]=[CH:33][CH:32]=1)([CH3:44])([CH3:42])[CH3:43], predict the reactants needed to synthesize it. The reactants are: [NH2:1][C:2]1[N:14]=[C:13]([C:15]2[CH:20]=[CH:19][CH:18]=[CH:17][C:16]=2[O:21][CH2:22][C:23]2[CH:28]=[CH:27][CH:26]=[CH:25][CH:24]=2)[CH:12]=[C:11]([CH:29]([NH:37][C:38]([O:40][C:41]([CH3:44])([CH3:43])[CH3:42])=[O:39])[CH2:30][C:31]2[CH:36]=[CH:35][CH:34]=[CH:33][CH:32]=2)[C:3]=1[C:4](OC(C)(C)C)=[O:5].COCCO[AlH2-]OCCOC.[Na+]. (2) Given the product [CH3:12][C:13]1[CH:18]=[C:17]([N:19]2[N:23]=[C:22]3[C:21]([CH:27]=[CH:26][CH:25]=[CH:24]3)=[N:20]2)[C:16]([OH:29])=[C:15]([CH2:30][CH:35]=[CH2:36])[CH:14]=1, predict the reactants needed to synthesize it. The reactants are: C(OC(=O)C[CH2:12][C:13]1[CH:18]=[C:17]([N:19]2[N:23]=[C:22]3[CH:24]=[CH:25][C:26](Cl)=[CH:27][C:21]3=[N:20]2)[C:16]([OH:29])=[C:15]([C:30](C)(C)C)[CH:14]=1)CCCCCCC.[CH2:35](C(CCCC)COC(=O)CCC1C=C(N2N=C3C=CC(Cl)=CC3=N2)C(O)=C(C(C)(C)C)C=1)[CH3:36].